Dataset: Reaction yield outcomes from USPTO patents with 853,638 reactions. Task: Predict the reaction yield, written as a fraction of the theoretical maximum amount of product (1.0 means a 100% yield; for example, 0.34 means a 34% yield). (1) The reactants are [ClH:1].[Br:2][C:3]1[CH:4]=[CH:5][C:6]([CH2:9][C@@H:10]([C:19]([O:21][CH3:22])=[O:20])[NH:11]C(OC(C)(C)C)=O)=[N:7][CH:8]=1. The catalyst is CO. The product is [ClH:1].[ClH:1].[Br:2][C:3]1[CH:4]=[CH:5][C:6]([CH2:9][C@@H:10]([C:19]([O:21][CH3:22])=[O:20])[NH2:11])=[N:7][CH:8]=1. The yield is 0.900. (2) The reactants are [F:1][C:2]([F:24])([F:23])[C:3]1[CH:4]=[C:5]([C:13]2[N:17]=[CH:16][N:15](/[CH:18]=[CH:19]\[C:20]([OH:22])=O)[N:14]=2)[CH:6]=[C:7]([C:9]([F:12])([F:11])[F:10])[CH:8]=1.[NH:25]1[CH2:30][CH2:29][CH:28]([OH:31])[CH2:27][CH2:26]1.C(P1(=O)OP(CCC)(=O)OP(CCC)(=O)O1)CC.CCN(C(C)C)C(C)C. The catalyst is C(Cl)Cl.O. The product is [F:12][C:9]([F:10])([F:11])[C:7]1[CH:6]=[C:5]([C:13]2[N:17]=[CH:16][N:15](/[CH:18]=[CH:19]\[C:20]([N:25]3[CH2:30][CH2:29][CH:28]([OH:31])[CH2:27][CH2:26]3)=[O:22])[N:14]=2)[CH:4]=[C:3]([C:2]([F:24])([F:23])[F:1])[CH:8]=1. The yield is 0.100. (3) The reactants are [NH:1]1[CH2:6][CH2:5][O:4][CH2:3][CH2:2]1.[CH3:7][O:8][C:9]1[C:16]([O:17][CH3:18])=[CH:15][CH:14]=[CH:13][C:10]=1[CH:11]=O.C([Cl:22])(=O)C. No catalyst specified. The product is [Cl-:22].[CH3:7][O:8][C:9]1[C:16]([O:17][CH3:18])=[CH:15][CH:14]=[CH:13][C:10]=1[CH:11]=[N+:1]1[CH2:6][CH2:5][O:4][CH2:3][CH2:2]1. The yield is 0.590.